Dataset: Reaction yield outcomes from USPTO patents with 853,638 reactions. Task: Predict the reaction yield, written as a fraction of the theoretical maximum amount of product (1.0 means a 100% yield; for example, 0.34 means a 34% yield). (1) The catalyst is ClCCl. The yield is 0.640. The product is [F:19][C:17]1[CH:16]=[C:15]([O:20][CH2:21][C:22]2[N:23]=[C:24]([C:27]3[CH:32]=[CH:31][CH:30]=[CH:29][CH:28]=3)[S:25][CH:26]=2)[C:13]2[CH:14]=[C:10]([C:8]3[N:7]=[C:5]4[N:4]([CH:9]=3)[N:3]=[C:2]([O:34][CH3:33])[S:6]4)[O:11][C:12]=2[CH:18]=1. The reactants are Br[C:2]1[S:6][C:5]2=[N:7][C:8]([C:10]3[O:11][C:12]4[CH:18]=[C:17]([F:19])[CH:16]=[C:15]([O:20][CH2:21][C:22]5[N:23]=[C:24]([C:27]6[CH:32]=[CH:31][CH:30]=[CH:29][CH:28]=6)[S:25][CH:26]=5)[C:13]=4[CH:14]=3)=[CH:9][N:4]2[N:3]=1.[CH3:33][OH:34].C[O-].[Na+]. (2) The reactants are [NH2:1][C:2]1[N:7]=[C:6]([NH:8][C:9]2[CH:17]=[CH:16][C:12]([C:13](O)=[O:14])=[CH:11][CH:10]=2)[CH:5]=[C:4]([C:18]2[CH:23]=[C:22]([Br:24])[CH:21]=[CH:20][C:19]=2[O:25][CH2:26][CH3:27])[N:3]=1.[N:28]1([OH:37])C2C=CC=CC=2N=N1.Cl.CN(C)CCCN=C=NCC.Cl.NO.C(N(CC)CC)C. The catalyst is CN(C)C=O. The product is [NH2:1][C:2]1[N:7]=[C:6]([NH:8][C:9]2[CH:17]=[CH:16][C:12]([C:13]([NH:28][OH:37])=[O:14])=[CH:11][CH:10]=2)[CH:5]=[C:4]([C:18]2[CH:23]=[C:22]([Br:24])[CH:21]=[CH:20][C:19]=2[O:25][CH2:26][CH3:27])[N:3]=1. The yield is 0.730. (3) The reactants are [Cl:1][C:2]1[CH:28]=[CH:27][C:5]([CH2:6][NH:7][C:8]([C:10]2[C:11]([OH:26])=[C:12]3[CH:18]=[C:17]([CH2:19][N:20]4[CH2:25][CH2:24][O:23][CH2:22][CH2:21]4)[S:16][C:13]3=[N:14][CH:15]=2)=[O:9])=[CH:4][CH:3]=1.C(=O)([O-])[O-].[K+].[K+].I[CH2:36][CH3:37].O. The catalyst is CN(C=O)C. The product is [Cl:1][C:2]1[CH:28]=[CH:27][C:5]([CH2:6][NH:7][C:8]([C:10]2[C:11](=[O:26])[C:12]3[CH:18]=[C:17]([CH2:19][N:20]4[CH2:21][CH2:22][O:23][CH2:24][CH2:25]4)[S:16][C:13]=3[N:14]([CH2:36][CH3:37])[CH:15]=2)=[O:9])=[CH:4][CH:3]=1. The yield is 0.730. (4) The catalyst is C(O)C.[Pd]. The product is [F:1][C:2]1[CH:7]=[C:6]([CH3:8])[CH:5]=[C:4]([NH2:9])[C:3]=1[OH:12]. The yield is 0.336. The reactants are [F:1][C:2]1[CH:7]=[C:6]([CH3:8])[CH:5]=[C:4]([N+:9]([O-])=O)[C:3]=1[OH:12]. (5) The reactants are C[Si](C)(C)[C:3]#[N:4].CCN(CC)CC.[Br:14][C:15]1[CH:16]=[CH:17][C:18]([C:22]([CH3:25])([CH3:24])[CH3:23])=[N+:19]([O-])[CH:20]=1. The catalyst is C(#N)C. The product is [Br:14][C:15]1[C:20]([C:3]#[N:4])=[N:19][C:18]([C:22]([CH3:25])([CH3:24])[CH3:23])=[CH:17][CH:16]=1. The yield is 0.930. (6) The reactants are [CH2:1]([N:3]1[C:7](=[NH:8])/[C:6](=[CH:9]/[C:10]2[CH:15]=[CH:14][C:13]([OH:16])=[C:12]([O:17][CH3:18])[CH:11]=2)/[NH:5][C:4]1=[O:19])[CH3:2].F[C:21]1[C:30]2[C:25](=[CH:26][CH:27]=[CH:28][CH:29]=2)[C:24]([C:31]#[N:32])=[CH:23][CH:22]=1.C(=O)([O-])[O-].[Li+].[Li+].O. The catalyst is CS(C)=O. The product is [CH2:1]([N:3]1[C:7](=[NH:8])/[C:6](=[CH:9]/[C:10]2[CH:15]=[CH:14][C:13]([O:16][C:21]3[C:30]4[C:25](=[CH:26][CH:27]=[CH:28][CH:29]=4)[C:24]([C:31]#[N:32])=[CH:23][CH:22]=3)=[C:12]([O:17][CH3:18])[CH:11]=2)/[NH:5][C:4]1=[O:19])[CH3:2]. The yield is 0.0900. (7) The reactants are [Cl:1][C:2]1[C:7]([S:8]([NH2:11])(=[O:10])=[O:9])=[C:6]([OH:12])[C:5]([NH:13][C:14]2[C:17](=[O:18])[C:16](=[O:19])[C:15]=2Cl)=[CH:4][CH:3]=1.[Cl:21][C:22]1[CH:28]=[CH:27][CH:26]=[CH:25][C:23]=1[NH2:24]. The catalyst is CS(C)=O. The product is [Cl:21][C:22]1[CH:28]=[CH:27][CH:26]=[CH:25][C:23]=1[NH:24][C:15]1[C:16](=[O:19])[C:17](=[O:18])[C:14]=1[NH:13][C:5]1[C:6]([OH:12])=[C:7]([S:8]([NH2:11])(=[O:10])=[O:9])[C:2]([Cl:1])=[CH:3][CH:4]=1. The yield is 0.0500.